From a dataset of Forward reaction prediction with 1.9M reactions from USPTO patents (1976-2016). Predict the product of the given reaction. (1) Given the reactants [CH:1]1([C:4]2[CH:25]=[C:24]([C:26](=[O:32])[NH:27][S:28]([CH3:31])(=[O:30])=[O:29])[C:23]([F:33])=[CH:22][C:5]=2[O:6][CH2:7][C:8]2([CH3:21])[CH2:13][CH2:12][N:11]([C:14](OC(C)(C)C)=O)[CH2:10][CH2:9]2)[CH2:3][CH2:2]1.[F:34][C:35]([F:49])([F:48])[C:36]1[CH:43]=[CH:42][C:41]([C:44]([F:47])([F:46])[F:45])=[CH:40][C:37]=1C=O, predict the reaction product. The product is: [F:34][C:35]([F:48])([F:49])[C:36]1[CH:37]=[CH:40][C:41]([C:44]([F:45])([F:46])[F:47])=[CH:42][C:43]=1[CH2:14][N:11]1[CH2:10][CH2:9][C:8]([CH2:7][O:6][C:5]2[C:4]([CH:1]3[CH2:3][CH2:2]3)=[CH:25][C:24]([C:26]([NH:27][S:28]([CH3:31])(=[O:30])=[O:29])=[O:32])=[C:23]([F:33])[CH:22]=2)([CH3:21])[CH2:13][CH2:12]1. (2) Given the reactants CC1(C)[O:6]/[C:5](=[CH:7]\[C:8]([N:10]([CH2:12][CH2:13][OH:14])[CH3:11])=[O:9])/[C:4](=O)[O:3]1.[CH3:17][NH:18][CH3:19], predict the reaction product. The product is: [OH:14][CH2:13][CH2:12][N:10]([CH3:11])[C:8](=[O:9])[CH2:7][C:5](=[O:6])[C:4]([N:18]([CH3:19])[CH3:17])=[O:3]. (3) Given the reactants [C:1]([O:5][C:6]([N:8]([CH2:32][C@@H:33]([C:41]1[CH:46]=[CH:45][CH:44]=[C:43]([Cl:47])[CH:42]=1)[O:34][CH:35]1[CH2:40][CH2:39][CH2:38][CH2:37][O:36]1)[CH2:9][CH2:10][C:11]1[CH:16]=[CH:15][C:14]([C:17]2[CH:25]=[C:24]3[C:20]([C:21]([C:29]([OH:31])=O)=[CH:22][N:23]3[CH:26]([CH3:28])[CH3:27])=[CH:19][CH:18]=2)=[CH:13][CH:12]=1)=[O:7])([CH3:4])([CH3:3])[CH3:2].C(N1C=CN=C1)(N1C=CN=C1)=O.[CH3:60][S:61]([NH2:64])(=[O:63])=[O:62].C1CCN2C(=NCCC2)CC1.Cl, predict the reaction product. The product is: [Cl:47][C:43]1[CH:42]=[C:41]([C@@H:33]([O:34][CH:35]2[CH2:40][CH2:39][CH2:38][CH2:37][O:36]2)[CH2:32][N:8]([CH2:9][CH2:10][C:11]2[CH:12]=[CH:13][C:14]([C:17]3[CH:25]=[C:24]4[C:20]([C:21]([C:29]([NH:64][S:61]([CH3:60])(=[O:63])=[O:62])=[O:31])=[CH:22][N:23]4[CH:26]([CH3:28])[CH3:27])=[CH:19][CH:18]=3)=[CH:15][CH:16]=2)[C:6](=[O:7])[O:5][C:1]([CH3:4])([CH3:2])[CH3:3])[CH:46]=[CH:45][CH:44]=1. (4) The product is: [CH3:20][S:21]([C:24]1[CH:31]=[CH:30][CH:29]=[CH:28][C:25]=1[CH2:26][N:4]1[CH2:3][CH2:2][N:1]([C:7]2[CH:8]=[CH:9][C:10]3[N:11]([C:13]([C:16]([F:17])([F:18])[F:19])=[N:14][N:15]=3)[N:12]=2)[CH2:6][CH2:5]1)(=[O:22])=[O:23]. Given the reactants [N:1]1([C:7]2[CH:8]=[CH:9][C:10]3[N:11]([C:13]([C:16]([F:19])([F:18])[F:17])=[N:14][N:15]=3)[N:12]=2)[CH2:6][CH2:5][NH:4][CH2:3][CH2:2]1.[CH3:20][S:21]([C:24]1[CH:31]=[CH:30][CH:29]=[CH:28][C:25]=1[CH:26]=O)(=[O:23])=[O:22], predict the reaction product. (5) Given the reactants Cl[C:2]1[CH:7]=[C:6]([N:8]2[CH2:13][CH2:12][O:11][CH:10]([C:14]3[NH:18][C:17]4[CH:19]=[CH:20][C:21]([O:23][CH3:24])=[CH:22][C:16]=4[N:15]=3)[CH2:9]2)[N:5]=[C:4]([NH2:25])[N:3]=1.[F:26][C:27]1[CH:34]=[C:33](B2OC(C)(C)C(C)(C)O2)[CH:32]=[CH:31][C:28]=1[C:29]#[N:30].C([O-])([O-])=O.[Na+].[Na+], predict the reaction product. The product is: [NH2:25][C:4]1[N:3]=[C:2]([C:33]2[CH:32]=[CH:31][C:28]([C:29]#[N:30])=[C:27]([F:26])[CH:34]=2)[CH:7]=[C:6]([N:8]2[CH2:13][CH2:12][O:11][CH:10]([C:14]3[NH:18][C:17]4[CH:19]=[CH:20][C:21]([O:23][CH3:24])=[CH:22][C:16]=4[N:15]=3)[CH2:9]2)[N:5]=1. (6) Given the reactants Cl[C:2]1[CH:11]=[CH:10][N:9]=[C:8]2[C:3]=1[C:4]1[CH:16]=[CH:15][CH:14]=[CH:13][C:5]=1[C:6](=[O:12])[NH:7]2.[CH2:17]([O:24][C:25]1[CH:26]=[C:27]([NH2:31])[CH:28]=[CH:29][CH:30]=1)[C:18]1[CH:23]=[CH:22][CH:21]=[CH:20][CH:19]=1, predict the reaction product. The product is: [CH2:17]([O:24][C:25]1[CH:26]=[C:27]([NH:31][C:2]2[CH:11]=[CH:10][N:9]=[C:8]3[C:3]=2[C:4]2[CH:16]=[CH:15][CH:14]=[CH:13][C:5]=2[C:6](=[O:12])[NH:7]3)[CH:28]=[CH:29][CH:30]=1)[C:18]1[CH:19]=[CH:20][CH:21]=[CH:22][CH:23]=1.